Dataset: Catalyst prediction with 721,799 reactions and 888 catalyst types from USPTO. Task: Predict which catalyst facilitates the given reaction. (1) The catalyst class is: 2. Reactant: [NH:1]1[CH:5]=[CH:4][CH:3]=[C:2]1[C:6](Cl)=[O:7].[C:9]1([C@@H:15]([NH2:17])[CH3:16])[CH:14]=[CH:13][CH:12]=[CH:11][CH:10]=1.C(N(CC)CC)C. Product: [C:9]1([C@@H:15]([NH:17][C:6]([C:2]2[NH:1][CH:5]=[CH:4][CH:3]=2)=[O:7])[CH3:16])[CH:14]=[CH:13][CH:12]=[CH:11][CH:10]=1. (2) Reactant: [F:1][C:2]([F:7])([F:6])[C:3]([OH:5])=[O:4].C([N:15]1[CH:48]=[C:18]2[N:19]([CH2:34][C:35]3[CH:40]=[CH:39][C:38]([C:41]([N:43]4[CH2:47][CH2:46][CH2:45][CH2:44]4)=[O:42])=[CH:37][CH:36]=3)[C:20](=[O:33])[CH2:21][N:22]([C:24](=[O:32])[C:25]3[CH:30]=[CH:29][C:28]([Cl:31])=[CH:27][CH:26]=3)[CH2:23][C:17]2=[N:16]1)C1C=CC=CC=1.[Cl-].[Al+3].[Cl-].[Cl-]. Product: [F:1][C:2]([F:7])([F:6])[C:3]([OH:5])=[O:4].[Cl:31][C:28]1[CH:27]=[CH:26][C:25]([C:24]([N:22]2[CH2:23][C:17]3=[N:16][NH:15][CH:48]=[C:18]3[N:19]([CH2:34][C:35]3[CH:36]=[CH:37][C:38]([C:41]([N:43]4[CH2:47][CH2:46][CH2:45][CH2:44]4)=[O:42])=[CH:39][CH:40]=3)[C:20](=[O:33])[CH2:21]2)=[O:32])=[CH:30][CH:29]=1. The catalyst class is: 48. (3) Reactant: [F:1][C:2]1[CH:3]=[C:4]([C:24]2[CH:33]=[N:32][C:31]3[C:26](=[CH:27][C:28]([O:41][CH2:42]CCC([O-])=O)=[C:29]([O:34][CH2:35][CH2:36]CC([O-])=O)[CH:30]=3)[N:25]=2)[CH:5]=[CH:6][C:7]=1[CH2:8][C:9](=[O:23])[NH:10][C:11]1[CH:15]=[C:14]([C:16]2([C:19]([F:22])([F:21])[F:20])[CH2:18][CH2:17]2)[O:13][N:12]=1.[OH-:48].[Na+].C1C[O:53][CH2:52]C1. Product: [OH:48][CH2:36][CH2:35][O:34][C:29]1[CH:30]=[C:31]2[C:26](=[CH:27][C:28]=1[O:41][CH2:42][CH2:52][OH:53])[N:25]=[C:24]([C:4]1[CH:5]=[CH:6][C:7]([CH2:8][C:9]([NH:10][C:11]3[CH:15]=[C:14]([C:16]4([C:19]([F:20])([F:21])[F:22])[CH2:18][CH2:17]4)[O:13][N:12]=3)=[O:23])=[C:2]([F:1])[CH:3]=1)[CH:33]=[N:32]2. The catalyst class is: 5.